From a dataset of Ames mutagenicity test results for genotoxicity prediction. Regression/Classification. Given a drug SMILES string, predict its toxicity properties. Task type varies by dataset: regression for continuous values (e.g., LD50, hERG inhibition percentage) or binary classification for toxic/non-toxic outcomes (e.g., AMES mutagenicity, cardiotoxicity, hepatotoxicity). Dataset: ames. (1) The molecule is Nc1cc(N)c(N=Nc2ccc(S(N)(=O)=O)cc2)cc1N=Nc1ccc(S(N)(=O)=O)cc1. The result is 1 (mutagenic). (2) The molecule is C(=N/N1Cc2[nH]c3ccccc3c2N=N1)\c1ccc(Oc2ccccc2)cc1. The result is 0 (non-mutagenic). (3) The molecule is Cc1cc(N)c(C)cc1N. The result is 1 (mutagenic). (4) The molecule is CC1CCN(N=O)CC1. The result is 1 (mutagenic). (5) The result is 0 (non-mutagenic). The drug is Cc1ccc2c(c1)C(=O)c1ccccc1C2=O. (6) The drug is O=C/C=C/C=C/c1ccc([N+](=O)[O-])cc1. The result is 1 (mutagenic). (7) The compound is Nc1cc([N+](=O)[O-])ccc1CO. The result is 1 (mutagenic). (8) The result is 1 (mutagenic). The compound is CC1(C)CC2C(O)(C=C(C=O)C34CC23C(=O)OC4O)C1.